This data is from Full USPTO retrosynthesis dataset with 1.9M reactions from patents (1976-2016). The task is: Predict the reactants needed to synthesize the given product. (1) Given the product [CH2:25]([O:24][C:22]([NH:1][C@@H:2]([C:6]([S:9][CH:10]([CH3:12])[CH3:11])([CH3:7])[CH3:8])[C:3]([OH:5])=[O:4])=[O:23])[CH3:26], predict the reactants needed to synthesize it. The reactants are: [NH2:1][C@@H:2]([C:6]([S:9][CH:10]([CH3:12])[CH3:11])([CH3:8])[CH3:7])[C:3]([OH:5])=[O:4].O1CCOCC1.[OH-].[Na+].Cl[C:22]([O:24][CH2:25][CH3:26])=[O:23]. (2) Given the product [C:6]([C:5]1[CH:8]=[CH:9][C:2]([NH:1][C:31]([C:26]2[C:25]([C:22]3[CH:23]=[CH:24][C:19]([C:18]([F:17])([F:34])[F:35])=[CH:20][CH:21]=3)=[CH:30][CH:29]=[CH:28][CH:27]=2)=[O:32])=[CH:3][CH:4]=1)#[N:7], predict the reactants needed to synthesize it. The reactants are: [NH2:1][C:2]1[CH:9]=[CH:8][C:5]([C:6]#[N:7])=[CH:4][CH:3]=1.C(N(CC)CC)C.[F:17][C:18]([F:35])([F:34])[C:19]1[CH:24]=[CH:23][C:22]([C:25]2[C:26]([C:31](Cl)=[O:32])=[CH:27][CH:28]=[CH:29][CH:30]=2)=[CH:21][CH:20]=1.O. (3) Given the product [Cl:1][C:2]1[CH:7]=[CH:6][CH:5]=[CH:4][C:3]=1[C:8]([C:9](=[CH:18][O:17][CH2:15][CH3:16])[C:10]([O:12][CH2:13][CH3:25])=[O:11])=[O:14], predict the reactants needed to synthesize it. The reactants are: [Cl:1][C:2]1[CH:7]=[CH:6][CH:5]=[CH:4][C:3]=1[C:8](=[O:14])[CH2:9][C:10]([O:12][CH3:13])=[O:11].[CH2:15]([O:17][CH:18](OCC)OCC)[CH3:16].[C:25](OC(=O)C)(=O)C.